Dataset: Peptide-MHC class I binding affinity with 185,985 pairs from IEDB/IMGT. Task: Regression. Given a peptide amino acid sequence and an MHC pseudo amino acid sequence, predict their binding affinity value. This is MHC class I binding data. (1) The peptide sequence is QVPLRPMTSK. The MHC is HLA-A02:03 with pseudo-sequence HLA-A02:03. The binding affinity (normalized) is 0. (2) The peptide sequence is TYGPVFMCL. The MHC is HLA-A24:02 with pseudo-sequence HLA-A24:02. The binding affinity (normalized) is 0.714.